This data is from NCI-60 drug combinations with 297,098 pairs across 59 cell lines. The task is: Regression. Given two drug SMILES strings and cell line genomic features, predict the synergy score measuring deviation from expected non-interaction effect. (1) Drug 1: C1CCC(CC1)NC(=O)N(CCCl)N=O. Drug 2: COC1=C2C(=CC3=C1OC=C3)C=CC(=O)O2. Cell line: HCT-15. Synergy scores: CSS=26.8, Synergy_ZIP=-0.180, Synergy_Bliss=3.85, Synergy_Loewe=1.81, Synergy_HSA=1.98. (2) Drug 1: CN1CCC(CC1)COC2=C(C=C3C(=C2)N=CN=C3NC4=C(C=C(C=C4)Br)F)OC. Drug 2: C1C(C(OC1N2C=NC3=C(N=C(N=C32)Cl)N)CO)O. Cell line: T-47D. Synergy scores: CSS=4.46, Synergy_ZIP=-2.14, Synergy_Bliss=1.39, Synergy_Loewe=-0.684, Synergy_HSA=0.792. (3) Drug 2: CC1C(C(CC(O1)OC2CC(CC3=C2C(=C4C(=C3O)C(=O)C5=C(C4=O)C(=CC=C5)OC)O)(C(=O)CO)O)N)O.Cl. Cell line: NCI-H226. Drug 1: CS(=O)(=O)CCNCC1=CC=C(O1)C2=CC3=C(C=C2)N=CN=C3NC4=CC(=C(C=C4)OCC5=CC(=CC=C5)F)Cl. Synergy scores: CSS=26.4, Synergy_ZIP=2.56, Synergy_Bliss=3.79, Synergy_Loewe=-20.0, Synergy_HSA=0.791. (4) Drug 1: C1=CC(=CC=C1C#N)C(C2=CC=C(C=C2)C#N)N3C=NC=N3. Drug 2: C1CN1P(=S)(N2CC2)N3CC3. Cell line: COLO 205. Synergy scores: CSS=17.5, Synergy_ZIP=-6.29, Synergy_Bliss=2.67, Synergy_Loewe=-1.42, Synergy_HSA=-0.858. (5) Drug 1: B(C(CC(C)C)NC(=O)C(CC1=CC=CC=C1)NC(=O)C2=NC=CN=C2)(O)O. Drug 2: N.N.Cl[Pt+2]Cl. Cell line: SNB-19. Synergy scores: CSS=47.0, Synergy_ZIP=-0.243, Synergy_Bliss=0.632, Synergy_Loewe=-29.3, Synergy_HSA=-0.933.